Dataset: Forward reaction prediction with 1.9M reactions from USPTO patents (1976-2016). Task: Predict the product of the given reaction. (1) Given the reactants [C:1]12([NH2:11])[CH2:10][CH:5]3[CH2:6][CH:7]([CH2:9][CH:3]([CH2:4]3)[CH2:2]1)[CH2:8]2.Cl[CH2:13][C:14]1[O:15][C:16]([CH3:19])=[N:17][N:18]=1, predict the reaction product. The product is: [CH3:19][C:16]1[O:15][C:14]([CH2:13][NH:11][C:1]23[CH2:8][CH:7]4[CH2:6][CH:5]([CH2:4][CH:3]([CH2:9]4)[CH2:2]2)[CH2:10]3)=[N:18][N:17]=1. (2) Given the reactants [Cl:1][C:2]1[CH:7]=[CH:6][C:5]([S:8][C:9]2[N:13]([CH3:14])[C:12]([C:15]3[CH:20]=[CH:19][CH:18]=[CH:17][N:16]=3)=[N:11][C:10]=2[C:21]2[CH:26]=[CH:25][C:24]([C:27]3[N:28]=[N:29][NH:30][N:31]=3)=[CH:23][CH:22]=2)=[CH:4][CH:3]=1.[C:32]([O-])([O-])=O.[K+].[K+].CI, predict the reaction product. The product is: [Cl:1][C:2]1[CH:3]=[CH:4][C:5]([S:8][C:9]2[N:13]([CH3:14])[C:12]([C:15]3[CH:20]=[CH:19][CH:18]=[CH:17][N:16]=3)=[N:11][C:10]=2[C:21]2[CH:26]=[CH:25][C:24]([C:27]3[N:28]=[N:29][N:30]([CH3:32])[N:31]=3)=[CH:23][CH:22]=2)=[CH:6][CH:7]=1. (3) Given the reactants [F:1][C:2]1[C:10]2[C:5](=[CH:6][CH:7]=[C:8]([C:11]3[CH2:16][CH2:15][N:14]([CH2:17][CH2:18][N:19](C)[C:20](=O)OC(C)(C)C)[CH2:13][CH:12]=3)[CH:9]=2)[NH:4][C:3]=1[C:28]1[CH:33]=[CH:32][CH:31]=[CH:30][C:29]=1[O:34][CH3:35].C(O)(C(F)(F)F)=O, predict the reaction product. The product is: [F:1][C:2]1[C:10]2[C:5](=[CH:6][CH:7]=[C:8]([CH:11]3[CH2:16][CH2:15][N:14]([CH2:17][CH2:18][NH:19][CH3:20])[CH2:13][CH2:12]3)[CH:9]=2)[NH:4][C:3]=1[C:28]1[CH:33]=[CH:32][CH:31]=[CH:30][C:29]=1[O:34][CH3:35]. (4) Given the reactants [S:1]1[C:5]2[CH:6]=[CH:7][CH:8]=[CH:9][C:4]=2[N:3]=[C:2]1[O:10][C:11]1[CH:28]=[CH:27][C:14]([O:15][CH2:16][CH2:17][N:18]2[CH2:23][CH2:22][CH:21]([C:24]([NH2:26])=[O:25])[CH2:20][CH2:19]2)=[CH:13][CH:12]=1.[H-].[Na+].[CH:31]([S:34](Cl)(=[O:36])=[O:35])([CH3:33])[CH3:32], predict the reaction product. The product is: [S:1]1[C:5]2[CH:6]=[CH:7][CH:8]=[CH:9][C:4]=2[N:3]=[C:2]1[O:10][C:11]1[CH:12]=[CH:13][C:14]([O:15][CH2:16][CH2:17][N:18]2[CH2:23][CH2:22][CH:21]([C:24]([NH:26][S:34]([CH:31]([CH3:33])[CH3:32])(=[O:36])=[O:35])=[O:25])[CH2:20][CH2:19]2)=[CH:27][CH:28]=1. (5) Given the reactants [CH3:1][O:2][C:3](=[O:20])[C:4]1[CH:9]=[CH:8][C:7]([N:10]2[CH2:19][CH2:18][C:13]3(OCC[O:14]3)[CH2:12][CH2:11]2)=[CH:6][CH:5]=1.C([O-])(O)=O.[Na+], predict the reaction product. The product is: [CH3:1][O:2][C:3](=[O:20])[C:4]1[CH:5]=[CH:6][C:7]([N:10]2[CH2:19][CH2:18][C:13](=[O:14])[CH2:12][CH2:11]2)=[CH:8][CH:9]=1. (6) The product is: [CH3:1][C:2]1[CH:7]=[CH:6][CH:5]=[C:4]([C:8]([F:9])([F:11])[F:10])[N+:3]=1[O-:20]. Given the reactants [CH3:1][C:2]1[CH:7]=[CH:6][CH:5]=[C:4]([C:8]([F:11])([F:10])[F:9])[N:3]=1.C1C=C(Cl)C=C(C(OO)=[O:20])C=1, predict the reaction product.